This data is from Forward reaction prediction with 1.9M reactions from USPTO patents (1976-2016). The task is: Predict the product of the given reaction. (1) Given the reactants C[O-].[Na+].CS(C)=O.CO[C:10](=[O:24])[CH2:11][CH2:12][C:13]([CH2:15][CH2:16][CH2:17][CH2:18][O:19][CH2:20][CH2:21][O:22][CH3:23])=[O:14], predict the reaction product. The product is: [CH3:23][O:22][CH2:21][CH2:20][O:19][CH2:18][CH2:17][CH2:16][CH:15]1[C:10](=[O:24])[CH2:11][CH2:12][C:13]1=[O:14]. (2) Given the reactants [NH2:1][C:2]1[CH:11]=[CH:10][C:9]2[C:4](=[CH:5][CH:6]=[CH:7][CH:8]=2)[N:3]=1.[C:12]1([C:18]2[O:22][N:21]=[CH:20][C:19]=2[CH2:23][CH2:24][C:25](O)=[O:26])[CH:17]=[CH:16][CH:15]=[CH:14][CH:13]=1.O.ON1C2C=CC=CC=2N=N1.Cl.C(N=C=NCCCN(C)C)C, predict the reaction product. The product is: [N:3]1[C:4]2[C:9](=[CH:8][CH:7]=[CH:6][CH:5]=2)[CH:10]=[CH:11][C:2]=1[NH:1][C:25](=[O:26])[CH2:24][CH2:23][C:19]1[CH:20]=[N:21][O:22][C:18]=1[C:12]1[CH:13]=[CH:14][CH:15]=[CH:16][CH:17]=1. (3) Given the reactants Br[C:2]1C=C(C=C[C:10]=1OC1C=CC(OC(F)(F)F)=C(Cl)C=1)C([O-])=O.[Cl:24][C:25]1[CH:26]=[C:27]([O:37][C:38]2[C:50](I)=[CH:49][C:41]([C:42]([O:44][C:45]([CH3:48])([CH3:47])[CH3:46])=[O:43])=[C:40]([F:52])[CH:39]=2)[CH:28]=[N:29][C:30]=1[O:31][CH2:32][C:33]([F:36])([F:35])[F:34].COC1C(B(O)O)=CC=CN=1.CC1(C)C(C)(C)OB(C=C)O1, predict the reaction product. The product is: [Cl:24][C:25]1[CH:26]=[C:27]([O:37][C:38]2[C:50]([CH:2]=[CH2:10])=[CH:49][C:41]([C:42]([O:44][C:45]([CH3:48])([CH3:47])[CH3:46])=[O:43])=[C:40]([F:52])[CH:39]=2)[CH:28]=[N:29][C:30]=1[O:31][CH2:32][C:33]([F:36])([F:35])[F:34]. (4) Given the reactants [Si:1]([O:8][CH2:9][CH:10]1[O:14][N:13]=[C:12]([C:15]2[CH:20]=[CH:19][C:18]([Sn](C)(C)C)=[CH:17][CH:16]=2)[CH2:11]1)([C:4]([CH3:7])([CH3:6])[CH3:5])([CH3:3])[CH3:2].I[C:26]1[CH:31]=[CH:30][C:29]([N:32]2[CH2:36][C@H:35]([CH2:37][N:38]3[CH:42]=[C:41]([CH3:43])[N:40]=[N:39]3)[O:34][C:33]2=[O:44])=[CH:28][CH:27]=1.O1C=CC=C1P(C1OC=CC=1)C1OC=CC=1, predict the reaction product. The product is: [Si:1]([O:8][CH2:9][CH:10]1[O:14][N:13]=[C:12]([C:15]2[CH:20]=[CH:19][C:18]([C:26]3[CH:31]=[CH:30][C:29]([N:32]4[CH2:36][C@H:35]([CH2:37][N:38]5[CH:42]=[C:41]([CH3:43])[N:40]=[N:39]5)[O:34][C:33]4=[O:44])=[CH:28][CH:27]=3)=[CH:17][CH:16]=2)[CH2:11]1)([C:4]([CH3:7])([CH3:6])[CH3:5])([CH3:3])[CH3:2]. (5) Given the reactants [Cl:1][C:2]1[C:3]([C:33]([F:36])([F:35])[F:34])=[C:4]([CH:30]=[CH:31][CH:32]=1)[CH2:5][N:6]1[C:11](=[O:12])[C:10]([C:13]([O:15][CH2:16][CH3:17])=[O:14])=[CH:9][N:8]([C:18]2[CH:28]=[CH:27][C:21]3[N:22]([CH3:26])[C:23](=[O:25])[NH:24][C:20]=3[CH:19]=2)[C:7]1=[O:29].ClC(Cl)(Cl)S(O[CH2:43][C:44]([F:47])([F:46])[F:45])(=O)=O.C(=O)([O-])[O-].[K+].[K+].[I-].[K+], predict the reaction product. The product is: [Cl:1][C:2]1[C:3]([C:33]([F:36])([F:35])[F:34])=[C:4]([CH:30]=[CH:31][CH:32]=1)[CH2:5][N:6]1[C:11](=[O:12])[C:10]([C:13]([O:15][CH2:16][CH3:17])=[O:14])=[CH:9][N:8]([C:18]2[CH:28]=[CH:27][C:21]3[N:22]([CH3:26])[C:23](=[O:25])[N:24]([CH2:43][C:44]([F:47])([F:46])[F:45])[C:20]=3[CH:19]=2)[C:7]1=[O:29]. (6) Given the reactants [Cl:1][C:2]1[CH:7]=[CH:6][C:5]([CH:8]2[CH2:10][CH:9]2[NH:11][C:12]([C:14]2[CH:36]=[CH:35][C:17]([O:18][C:19]3[CH:28]=[C:27]4[C:22]([CH:23]([C:29]([O:31]C)=[O:30])[CH2:24][CH2:25][O:26]4)=[CH:21][C:20]=3[C:33]#[N:34])=[CH:16][CH:15]=2)=[O:13])=[CH:4][CH:3]=1.O[Li].O.Cl, predict the reaction product. The product is: [Cl:1][C:2]1[CH:7]=[CH:6][C:5]([CH:8]2[CH2:10][CH:9]2[NH:11][C:12]([C:14]2[CH:15]=[CH:16][C:17]([O:18][C:19]3[CH:28]=[C:27]4[C:22]([CH:23]([C:29]([OH:31])=[O:30])[CH2:24][CH2:25][O:26]4)=[CH:21][C:20]=3[C:33]#[N:34])=[CH:35][CH:36]=2)=[O:13])=[CH:4][CH:3]=1. (7) Given the reactants [CH2:1]([NH:3][C@H:4]([C:8]1[CH:13]=[CH:12][CH:11]=[CH:10][CH:9]=1)[C:5]([OH:7])=[O:6])[CH3:2].CCN(C(C)C)C(C)C.[C:23](O[C:23]([O:25][C:26]([CH3:29])([CH3:28])[CH3:27])=[O:24])([O:25][C:26]([CH3:29])([CH3:28])[CH3:27])=[O:24], predict the reaction product. The product is: [C:26]([O:25][C:23]([N:3]([CH2:1][CH3:2])[C@H:4]([C:8]1[CH:13]=[CH:12][CH:11]=[CH:10][CH:9]=1)[C:5]([OH:7])=[O:6])=[O:24])([CH3:29])([CH3:28])[CH3:27].